Dataset: Forward reaction prediction with 1.9M reactions from USPTO patents (1976-2016). Task: Predict the product of the given reaction. Given the reactants [CH3:1][O:2][C:3]1[C:9]([CH2:10][CH2:11][N:12]2[CH2:17][CH2:16][N:15]([C:18]3[CH:27]=[CH:26][CH:25]=[C:24]4[C:19]=3[CH:20]=[CH:21][C:22]([CH3:28])=[N:23]4)[CH2:14][CH2:13]2)=[CH:8][CH:7]=[CH:6][C:4]=1[NH2:5].[CH3:29][S:30]([Cl:33])(=[O:32])=[O:31], predict the reaction product. The product is: [ClH:33].[ClH:33].[CH3:1][O:2][C:3]1[C:9]([CH2:10][CH2:11][N:12]2[CH2:13][CH2:14][N:15]([C:18]3[CH:27]=[CH:26][CH:25]=[C:24]4[C:19]=3[CH:20]=[CH:21][C:22]([CH3:28])=[N:23]4)[CH2:16][CH2:17]2)=[CH:8][CH:7]=[CH:6][C:4]=1[NH:5][S:30]([CH3:29])(=[O:32])=[O:31].